This data is from Catalyst prediction with 721,799 reactions and 888 catalyst types from USPTO. The task is: Predict which catalyst facilitates the given reaction. (1) Reactant: [CH3:1][C:2]#[N:3].[Li]CCCC.[CH3:9][O:10][C:11]1[CH:25]=[CH:24][C:14]([CH2:15][O:16][CH2:17][CH2:18][C:19](OCC)=[O:20])=[CH:13][CH:12]=1. Product: [CH3:9][O:10][C:11]1[CH:12]=[CH:13][C:14]([CH2:15][O:16][CH2:17][CH2:18][C:19](=[O:20])[CH2:1][C:2]#[N:3])=[CH:24][CH:25]=1. The catalyst class is: 1. (2) Reactant: [CH3:1][O:2][C:3]([C:5]1[N:6]=[C:7]([O:15]C(=O)C)[N:8](C(=O)C)[C:9]=1[CH2:10]Br)=[O:4].[SH:19][C:20]1[CH:25]=[CH:24][C:23]([OH:26])=[CH:22][CH:21]=1.C([O-])([O-])=O.[K+].[K+].O. Product: [CH3:1][O:2][C:3]([C:5]1[NH:6][C:7](=[O:15])[NH:8][C:9]=1[CH2:10][S:19][C:20]1[CH:25]=[CH:24][C:23]([OH:26])=[CH:22][CH:21]=1)=[O:4]. The catalyst class is: 240. (3) Reactant: [C:1]([OH:13])(=[O:12])[CH2:2][C:3]([CH2:8][C:9]([OH:11])=[O:10])([C:5]([OH:7])=[O:6])[OH:4]. Product: [C:1]([OH:13])(=[O:12])[CH2:2][C:3]([CH2:8][C:9]([OH:11])=[O:10])([C:5]([OH:7])=[O:6])[OH:4].[OH2:4]. The catalyst class is: 6. (4) Reactant: [Cl:1][C:2]1[CH:3]=[C:4]([S:8]([CH:11]2[CH2:16][CH2:15][NH:14][CH2:13][CH2:12]2)(=[O:10])=[O:9])[CH:5]=[CH:6][CH:7]=1.Cl[C:18]1[C:23]([N+:24]([O-:26])=[O:25])=[CH:22][CH:21]=[CH:20][N:19]=1.CCN(C(C)C)C(C)C. Product: [Cl:1][C:2]1[CH:3]=[C:4]([S:8]([CH:11]2[CH2:16][CH2:15][N:14]([C:18]3[C:23]([N+:24]([O-:26])=[O:25])=[CH:22][CH:21]=[CH:20][N:19]=3)[CH2:13][CH2:12]2)(=[O:10])=[O:9])[CH:5]=[CH:6][CH:7]=1. The catalyst class is: 12. (5) Reactant: [CH2:1]([C:3]1[CH:4]=[N:5][N:6]([CH3:17])[C:7]=1[C:8]1[CH:9]=[C:10]([C:14]([OH:16])=O)[S:11][C:12]=1[CH3:13])[CH3:2].[NH2:18][C@@H:19]([CH2:32][C:33]1[CH:38]=[CH:37][CH:36]=[CH:35][C:34]=1[C:39]([F:42])([F:41])[F:40])[CH2:20][N:21]1[C:29](=[O:30])[C:28]2[C:23](=[CH:24][CH:25]=[CH:26][CH:27]=2)[C:22]1=[O:31].C(N(C(C)C)CC)(C)C.F[P-](F)(F)(F)(F)F.Br[P+](N1CCCC1)(N1CCCC1)N1CCCC1. Product: [O:30]=[C:29]1[C:28]2[C:23](=[CH:24][CH:25]=[CH:26][CH:27]=2)[C:22](=[O:31])[N:21]1[CH2:20][C@@H:19]([NH:18][C:14]([C:10]1[S:11][C:12]([CH3:13])=[C:8]([C:7]2[N:6]([CH3:17])[N:5]=[CH:4][C:3]=2[CH2:1][CH3:2])[CH:9]=1)=[O:16])[CH2:32][C:33]1[CH:38]=[CH:37][CH:36]=[CH:35][C:34]=1[C:39]([F:41])([F:40])[F:42]. The catalyst class is: 4. (6) Reactant: [BH4-].[Na+].[Cl:3][C:4]1[CH:5]=[N:6][N:7]([CH3:11])[C:8]=1[CH:9]=[O:10].CO.S(=O)(=O)(O)O. Product: [Cl:3][C:4]1[CH:5]=[N:6][N:7]([CH3:11])[C:8]=1[CH2:9][OH:10]. The catalyst class is: 1. (7) Reactant: [CH2:1]([O:8][C:9]([NH:11][CH2:12][C@@H:13]([C:22]([OH:24])=O)[NH:14][C:15]([O:17][C:18]([CH3:21])([CH3:20])[CH3:19])=[O:16])=[O:10])[C:2]1[CH:7]=[CH:6][CH:5]=[CH:4][CH:3]=1.[CH3:25][N:26](C(ON1N=NC2C=CC=NC1=2)=[N+](C)C)C.F[P-](F)(F)(F)(F)F.CN.C(N(CC)CC)C. Product: [C:18]([O:17][C:15]([NH:14][CH:13]([C:22]([NH:26][CH3:25])=[O:24])[CH2:12][NH:11][C:9](=[O:10])[O:8][CH2:1][C:2]1[CH:3]=[CH:4][CH:5]=[CH:6][CH:7]=1)=[O:16])([CH3:19])([CH3:20])[CH3:21]. The catalyst class is: 18. (8) Reactant: [Cl-].[Al+3].[Cl-].[Cl-].ClCCl.[C:8](Cl)(=[O:14])[CH2:9][CH2:10][CH2:11][CH2:12][CH3:13].[Br:16][C:17]1[CH:18]=[CH:19][C:20]2[O:24][CH2:23][C:22]([CH3:26])([CH3:25])[C:21]=2[CH:27]=1. Product: [Br:16][C:17]1[CH:18]=[C:19]([C:8](=[O:14])[CH2:9][CH2:10][CH2:11][CH2:12][CH3:13])[C:20]2[O:24][CH2:23][C:22]([CH3:25])([CH3:26])[C:21]=2[CH:27]=1. The catalyst class is: 195. (9) Reactant: [F:1][C:2]([F:13])([F:12])[C:3]1[C:8]2[S:9][CH:10]=[CH:11][C:7]=2[CH:6]=[CH:5][CH:4]=1.[Li]CCCC.[B:19](OC(C)C)([O:24]C(C)C)[O:20]C(C)C. Product: [F:13][C:2]([F:1])([F:12])[C:3]1[C:8]2[S:9][C:10]([B:19]([OH:24])[OH:20])=[CH:11][C:7]=2[CH:6]=[CH:5][CH:4]=1. The catalyst class is: 134.